Dataset: Forward reaction prediction with 1.9M reactions from USPTO patents (1976-2016). Task: Predict the product of the given reaction. (1) Given the reactants [CH3:1][O:2][C:3]([NH:5][CH:6]([NH:10][C:11]([O:13][CH3:14])=[O:12])[C:7]([OH:9])=O)=[O:4].ON1C2C=CC=CC=2N=N1.CN(C)CCCN=C=NCC.[NH2:36][C@@H:37]([CH2:68][C:69]1[CH:74]=[CH:73][CH:72]=[CH:71][CH:70]=1)[C@@H:38]([OH:67])[CH2:39][C@@H:40]([NH:54][C:55]([C@@H:57]([NH:62][C:63](=[O:66])[O:64][CH3:65])[C:58]([CH3:61])([CH3:60])[CH3:59])=[O:56])[CH2:41][C:42]1[CH:47]=[CH:46][C:45]([C:48]2[CH:53]=[CH:52][CH:51]=[CH:50][N:49]=2)=[CH:44][CH:43]=1.C(N(CC)CC)C, predict the reaction product. The product is: [CH2:68]([C@H:37]([NH:36][C:7](=[O:9])[CH:6]([NH:5][C:3](=[O:4])[O:2][CH3:1])[NH:10][C:11]([O:13][CH3:14])=[O:12])[C@@H:38]([OH:67])[CH2:39][C@@H:40]([NH:54][C:55](=[O:56])[C@H:57]([C:58]([CH3:60])([CH3:61])[CH3:59])[NH:62][C:63]([O:64][CH3:65])=[O:66])[CH2:41][C:42]1[CH:47]=[CH:46][C:45]([C:48]2[CH:53]=[CH:52][CH:51]=[CH:50][N:49]=2)=[CH:44][CH:43]=1)[C:69]1[CH:70]=[CH:71][CH:72]=[CH:73][CH:74]=1. (2) Given the reactants Cl[C:2]1[N:10]=[CH:9][N:8]=[C:7]2[C:3]=1[NH:4][CH:5]=[N:6]2.[Cl:11][C:12]1[CH:13]=[CH:14][CH:15]=[C:16]2[C:21]=1[N:20]=[C:19]([C:22]1[CH:27]=[CH:26][CH:25]=[CH:24][C:23]=1[O:28][C:29]([F:32])([F:31])[F:30])[C:18]([CH2:33][NH2:34])=[CH:17]2.C(N(CC)C(C)C)(C)C.C(O)C, predict the reaction product. The product is: [Cl:11][C:12]1[CH:13]=[CH:14][CH:15]=[C:16]2[C:21]=1[N:20]=[C:19]([C:22]1[CH:27]=[CH:26][CH:25]=[CH:24][C:23]=1[O:28][C:29]([F:30])([F:31])[F:32])[C:18]([CH2:33][NH:34][C:2]1[N:10]=[CH:9][N:8]=[C:7]3[C:3]=1[N:4]=[CH:5][NH:6]3)=[CH:17]2. (3) The product is: [CH3:28][O:29][CH2:30][CH2:31][C@@H:32]1[NH:33][CH2:34][CH2:35][N:36]([C:7]2[C:6]3[N:5]=[C:4]([CH:1]([CH3:3])[CH3:2])[S:13][C:12]=3[NH:11][C:10]3[CH:14]=[CH:15][CH:16]=[CH:17][C:9]=3[N:8]=2)[CH2:37]1. Given the reactants [CH:1]([C:4]1[S:13][C:12]2[NH:11][C:10]3[CH:14]=[CH:15][CH:16]=[CH:17][C:9]=3[NH:8][C:7](=S)[C:6]=2[N:5]=1)([CH3:3])[CH3:2].COS(C(F)(F)F)(=O)=O.[CH3:28][O:29][CH2:30][CH2:31][C@H:32]1[CH2:37][NH:36][CH2:35][CH2:34][NH:33]1, predict the reaction product. (4) The product is: [F:1][C:2]1[CH:11]=[CH:10][C:9]([O:8][C@H:7]([CH3:12])[CH2:6][C:5]([OH:13])=[O:18])=[CH:4][CH:3]=1. Given the reactants [F:1][C:2]1[CH:3]=[C:4]2[C:9](=[CH:10][CH:11]=1)[O:8][C@H:7]([CH3:12])[CH2:6][C:5]2=[O:13].Cl.NO.C([O-])([O-])=[O:18].[K+].[K+], predict the reaction product.